This data is from Catalyst prediction with 721,799 reactions and 888 catalyst types from USPTO. The task is: Predict which catalyst facilitates the given reaction. (1) Reactant: [H-].[Al+3].[Li+].[H-].[H-].[H-].[NH2:7][C:8]1[C:13]([C:14](OC(C)(C)C)=[O:15])=[C:12]([Cl:21])[N:11]=[C:10]([Cl:22])[CH:9]=1.O.O.O.O.O.O.O.O.O.O.S([O-])([O-])(=O)=O.[Na+].[Na+]. Product: [NH2:7][C:8]1[C:13]([CH:14]=[O:15])=[C:12]([Cl:21])[N:11]=[C:10]([Cl:22])[CH:9]=1. The catalyst class is: 1. (2) Reactant: Br[C:2]1[S:6][C:5]([C:7]([N:9]([C:11]2[CH:16]=[CH:15][CH:14]=[C:13]([O:17][CH3:18])[CH:12]=2)[CH3:10])=[O:8])=[CH:4][CH:3]=1.[CH3:19][C:20]1[CH:21]=[C:22](B(O)O)[CH:23]=[CH:24][CH:25]=1. Product: [CH3:18][O:17][C:13]1[CH:12]=[C:11]([N:9]([CH3:10])[C:7]([C:5]2[S:6][C:2]([C:24]3[CH:25]=[C:20]([CH3:19])[CH:21]=[CH:22][CH:23]=3)=[CH:3][CH:4]=2)=[O:8])[CH:16]=[CH:15][CH:14]=1. The catalyst class is: 492. (3) Reactant: [CH2:1]([N:4]1[CH2:10][CH2:9][C:8]2[CH:11]=[CH:12][C:13]([CH2:15]O)=[CH:14][C:7]=2[CH2:6][CH2:5]1)[CH2:2][CH3:3].C(N(CC)CC)C.CS([Cl:28])(=O)=O. Product: [Cl:28][CH2:15][C:13]1[CH:12]=[CH:11][C:8]2[CH2:9][CH2:10][N:4]([CH2:1][CH2:2][CH3:3])[CH2:5][CH2:6][C:7]=2[CH:14]=1. The catalyst class is: 4. (4) Reactant: [C:1]([O:4][CH2:5][C:6]1[CH:7]=[CH:8][CH:9]=[C:10]2[C:15]=1[CH2:14][N:13](C(OC(C)(C)C)=O)[CH2:12][CH2:11]2)(=[O:3])[CH3:2].C(O)(C(F)(F)F)=O. Product: [C:1]([O:4][CH2:5][C:6]1[CH:7]=[CH:8][CH:9]=[C:10]2[C:15]=1[CH2:14][NH:13][CH2:12][CH2:11]2)(=[O:3])[CH3:2]. The catalyst class is: 2. (5) Reactant: [O:1]1[CH2:5][CH2:4][O:3][CH:2]1[C:6]1[S:10][C:9]([CH3:11])=[C:8]([CH:12]([OH:20])[C:13]2[CH:18]=[CH:17][CH:16]=[CH:15][C:14]=2[OH:19])[CH:7]=1.[CH3:21]N(C=O)C.[H-].[Na+].C([O-])(O)=O.[Na+]. Product: [O:1]1[CH2:5][CH2:4][O:3][CH:2]1[C:6]1[S:10][C:9]([CH3:11])=[C:8]([CH:12]2[C:13]3[CH:18]=[CH:17][CH:16]=[CH:15][C:14]=3[O:19][CH2:21][O:20]2)[CH:7]=1. The catalyst class is: 2. (6) Reactant: Cl[CH2:2][CH2:3][NH:4][C:5]([NH:7][C:8]1[CH:13]=[CH:12][CH:11]=[C:10]([C:14]([F:17])([F:16])[F:15])[CH:9]=1)=[O:6].[H-].[Na+]. Product: [F:15][C:14]([F:17])([F:16])[C:10]1[CH:9]=[C:8]([N:7]2[CH2:2][CH2:3][NH:4][C:5]2=[O:6])[CH:13]=[CH:12][CH:11]=1. The catalyst class is: 1. (7) Reactant: [Br:1][C:2]1[CH:7]=[CH:6][C:5]([C:8]2[CH2:12][CH:11]([CH2:13][OH:14])[O:10][N:9]=2)=[C:4]([O:15][CH3:16])[CH:3]=1.C(N(CC)CC)C.[Si:24](Cl)([C:27]([CH3:30])([CH3:29])[CH3:28])([CH3:26])[CH3:25]. Product: [Br:1][C:2]1[CH:7]=[CH:6][C:5]([C:8]2[CH2:12][CH:11]([CH2:13][O:14][Si:24]([C:27]([CH3:30])([CH3:29])[CH3:28])([CH3:26])[CH3:25])[O:10][N:9]=2)=[C:4]([O:15][CH3:16])[CH:3]=1. The catalyst class is: 112. (8) Reactant: [OH:1][C:2]1[CH:24]=[CH:23][C:22](I)=[CH:21][C:3]=1[C:4]([NH:6][C:7]1[CH:12]=[C:11]([C:13]([F:16])([F:15])[F:14])[CH:10]=[C:9]([C:17]([F:20])([F:19])[F:18])[CH:8]=1)=[O:5].OB(O)[C:28]1[CH:33]=[CH:32][CH:31]=[CH:30][CH:29]=1.C(=O)([O-])[O-].[Na+].[Na+].Cl. Product: [OH:1][C:2]1[CH:24]=[CH:23][C:22]([C:28]2[CH:33]=[CH:32][CH:31]=[CH:30][CH:29]=2)=[CH:21][C:3]=1[C:4]([NH:6][C:7]1[CH:12]=[C:11]([C:13]([F:16])([F:15])[F:14])[CH:10]=[C:9]([C:17]([F:20])([F:19])[F:18])[CH:8]=1)=[O:5]. The catalyst class is: 104. (9) Reactant: [CH3:1][N:2]([CH:4](OC)OC)C.N1CCCC1.[CH3:14][C:15]1[C:20](C)=[CH:19][CH:18]=[CH:17][C:16]=1[N+]([O-])=O. Product: [CH3:14][C:15]1[CH:16]=[CH:17][CH:18]=[C:4]2[C:20]=1[CH:19]=[CH:1][NH:2]2. The catalyst class is: 9.